This data is from Forward reaction prediction with 1.9M reactions from USPTO patents (1976-2016). The task is: Predict the product of the given reaction. (1) Given the reactants [Cl:1][C:2]1[CH:7]=[CH:6][C:5]([CH2:8][C:9]([OH:11])=O)=[CH:4][C:3]=1[F:12].C(Cl)(=O)C(Cl)=O.[NH:19]1[CH2:23][CH2:22][C:21]([C:24]2[CH:29]=[CH:28][C:27]([OH:30])=[CH:26][CH:25]=2)=[N:20]1, predict the reaction product. The product is: [Cl:1][C:2]1[CH:7]=[CH:6][C:5]([CH2:8][C:9]([N:19]2[CH2:23][CH2:22][C:21]([C:24]3[CH:29]=[CH:28][C:27]([OH:30])=[CH:26][CH:25]=3)=[N:20]2)=[O:11])=[CH:4][C:3]=1[F:12]. (2) The product is: [CH2:19]([O:23][C:24]1[CH:25]=[C:26]([CH:29]=[CH:30][C:31]=1[O:32][CH3:33])[CH2:27][N:16]1[CH2:17][CH2:18][CH:13]([NH:12][C:4]2[O:5][C:6]3[CH:7]=[N:8][CH:9]=[CH:10][C:11]=3[N:3]=2)[CH2:14][CH2:15]1)[CH:20]([CH3:21])[CH3:22]. Given the reactants Cl.Cl.[N:3]1[C:11]2[CH:10]=[CH:9][N:8]=[CH:7][C:6]=2[O:5][C:4]=1[NH:12][CH:13]1[CH2:18][CH2:17][NH:16][CH2:15][CH2:14]1.[CH2:19]([O:23][C:24]1[CH:25]=[C:26]([CH:29]=[CH:30][C:31]=1[O:32][CH3:33])[CH:27]=O)[CH:20]([CH3:22])[CH3:21].C([BH3-])#N.[Na+].C(N(C(C)C)C(C)C)C, predict the reaction product. (3) Given the reactants [CH2:1]([N:5]1[C:14]2[C:9](=[CH:10][CH:11]=[C:12]([C:15]([O:17]C)=[O:16])[CH:13]=2)[CH2:8][CH2:7][CH2:6]1)[CH2:2][CH2:3][CH3:4].[OH-].[K+], predict the reaction product. The product is: [CH2:1]([N:5]1[C:14]2[C:9](=[CH:10][CH:11]=[C:12]([C:15]([OH:17])=[O:16])[CH:13]=2)[CH2:8][CH2:7][CH2:6]1)[CH2:2][CH2:3][CH3:4].